From a dataset of Forward reaction prediction with 1.9M reactions from USPTO patents (1976-2016). Predict the product of the given reaction. (1) The product is: [Br:1][C:2]1[CH:12]=[CH:11][C:5]([CH2:6][N:7]([CH:8]2[CH2:9][CH2:10]2)[CH2:14][CH3:15])=[C:4]([CH3:13])[CH:3]=1. Given the reactants [Br:1][C:2]1[CH:12]=[CH:11][C:5]([CH2:6][NH:7][CH:8]2[CH2:10][CH2:9]2)=[C:4]([CH3:13])[CH:3]=1.[CH2:14](I)[CH3:15], predict the reaction product. (2) The product is: [Cl:1][C:2]1[CH:3]=[C:4]2[C:8](=[CH:9][CH:10]=1)[N:7]([CH2:11][C:12]([OH:14])=[O:13])[C:6](=[O:19])[C:5]12[C:23](=[O:24])[N:22]([CH2:25][C:26]2[CH:31]=[C:30]([Cl:32])[CH:29]=[CH:28][C:27]=2[F:33])[C:21](=[O:34])[NH:20]1. Given the reactants [Cl:1][C:2]1[CH:3]=[C:4]2[C:8](=[CH:9][CH:10]=1)[N:7]([CH2:11][C:12]([O:14]C(C)(C)C)=[O:13])[C:6](=[O:19])[C:5]12[C:23](=[O:24])[N:22]([CH2:25][C:26]2[CH:31]=[C:30]([Cl:32])[CH:29]=[CH:28][C:27]=2[F:33])[C:21](=[O:34])[NH:20]1.FC(F)(F)C(O)=O, predict the reaction product. (3) Given the reactants C([O:3][C:4]([C:6]1[CH:11]=[CH:10][N:9]2[N:12]=[CH:13][C:14]([C:15]3[CH:20]=[CH:19][CH:18]=[C:17]([Cl:21])[CH:16]=3)=[C:8]2[N:7]=1)=[O:5])C.CO.[OH-].[Na+].Cl, predict the reaction product. The product is: [Cl:21][C:17]1[CH:16]=[C:15]([C:14]2[CH:13]=[N:12][N:9]3[CH:10]=[CH:11][C:6]([C:4]([OH:5])=[O:3])=[N:7][C:8]=23)[CH:20]=[CH:19][CH:18]=1. (4) Given the reactants [CH2:1]([O:8][C:9]1[CH:14]=[C:13]([O:15][CH3:16])[CH:12]=[CH:11][C:10]=1[CH2:17][C:18]#N)[C:2]1[CH:7]=[CH:6][CH:5]=[CH:4][CH:3]=1.[OH-:20].[Na+].Cl.[CH2:23]([OH:25])C, predict the reaction product. The product is: [CH2:1]([O:8][C:9]1[CH:14]=[C:13]([O:15][CH3:16])[CH:12]=[CH:11][C:10]=1[CH2:17][C:18]([O:25][CH3:23])=[O:20])[C:2]1[CH:7]=[CH:6][CH:5]=[CH:4][CH:3]=1. (5) Given the reactants [Br:1][C:2]1[CH:7]=[CH:6][C:5]([O:8][CH3:9])=[CH:4][C:3]=1[CH2:10]Br.[NH:12]([C:20]([O:22][C:23]([CH3:26])([CH3:25])[CH3:24])=[O:21])[C:13]([O:15][C:16]([CH3:19])([CH3:18])[CH3:17])=[O:14].[K], predict the reaction product. The product is: [C:23]([O:22][C:20]([N:12]([CH2:10][C:3]1[CH:4]=[C:5]([O:8][CH3:9])[CH:6]=[CH:7][C:2]=1[Br:1])[C:13]([O:15][C:16]([CH3:19])([CH3:18])[CH3:17])=[O:14])=[O:21])([CH3:26])([CH3:25])[CH3:24]. (6) Given the reactants Cl[C:2]([O:4][CH3:5])=[O:3].[Br:6][C:7]1[CH:12]=[CH:11][C:10]([CH2:13][NH2:14])=[C:9]([F:15])[CH:8]=1.C(N(CC)CC)C, predict the reaction product. The product is: [Br:6][C:7]1[CH:12]=[CH:11][C:10]([CH2:13][NH:14][C:2](=[O:3])[O:4][CH3:5])=[C:9]([F:15])[CH:8]=1. (7) Given the reactants [CH2:1]([O:3][C:4](=[O:19])[CH:5]([O:16][CH2:17][CH3:18])[CH2:6][C:7]1[CH:15]=[CH:14][CH:13]=[C:12]2[C:8]=1[CH:9]=[CH:10][NH:11]2)[CH3:2].Cl[CH2:21][C:22]1[N:23]=[C:24]([C:28]2[CH:33]=[CH:32][C:31]([C:34]([F:37])([F:36])[F:35])=[CH:30][CH:29]=2)[O:25][C:26]=1[CH3:27].[H-].[Na+], predict the reaction product. The product is: [CH2:1]([O:3][C:4](=[O:19])[CH:5]([O:16][CH2:17][CH3:18])[CH2:6][C:7]1[CH:15]=[CH:14][CH:13]=[C:12]2[C:8]=1[CH:9]=[CH:10][N:11]2[CH2:21][C:22]1[N:23]=[C:24]([C:28]2[CH:29]=[CH:30][C:31]([C:34]([F:37])([F:36])[F:35])=[CH:32][CH:33]=2)[O:25][C:26]=1[CH3:27])[CH3:2]. (8) Given the reactants [CH:1]([C:4]1[CH:9]=[CH:8][CH:7]=[C:6]([CH:10]([CH3:12])[CH3:11])[C:5]=1[N:13]1[C:17]2[CH:18]=[CH:19][CH:20]=[CH:21][C:16]=2[N:15]=[C:14]1[C:22]1[CH:23]=[C:24]([C:28]2[N:33]=[C:32]3[C:34]4[C:40]([O:41]C)=[CH:39][CH:38]=[CH:37][C:35]=4[O:36][C:31]3=[CH:30][CH:29]=2)[CH:25]=[CH:26][CH:27]=1)([CH3:3])[CH3:2].Cl.N1C=CC=CC=1, predict the reaction product. The product is: [CH:1]([C:4]1[CH:9]=[CH:8][CH:7]=[C:6]([CH:10]([CH3:12])[CH3:11])[C:5]=1[N:13]1[C:17]2[CH:18]=[CH:19][CH:20]=[CH:21][C:16]=2[N:15]=[C:14]1[C:22]1[CH:23]=[C:24]([C:28]2[N:33]=[C:32]3[C:34]4[C:40]([OH:41])=[CH:39][CH:38]=[CH:37][C:35]=4[O:36][C:31]3=[CH:30][CH:29]=2)[CH:25]=[CH:26][CH:27]=1)([CH3:2])[CH3:3]. (9) Given the reactants [Cl:1][C:2]1[N:7]=[C:6]([NH:8][C:9](=[O:15])[O:10][C:11]([CH3:14])([CH3:13])[CH3:12])[C:5]([CH:16]=O)=[CH:4][CH:3]=1.C(O)C.C([O-])(=O)C.[Na+].Cl.[NH2:27][OH:28], predict the reaction product. The product is: [Cl:1][C:2]1[N:7]=[C:6]([NH:8][C:9](=[O:15])[O:10][C:11]([CH3:14])([CH3:13])[CH3:12])[C:5]([CH:16]=[N:27][OH:28])=[CH:4][CH:3]=1. (10) The product is: [F:1][C:2]1[CH:10]=[CH:9][CH:8]=[C:7]2[C:3]=1[CH:4]=[N:5][N:6]2[C:12]1[CH:13]=[C:14]([C:18]([OH:21])([CH3:20])[CH3:19])[CH:15]=[N:16][CH:17]=1. Given the reactants [F:1][C:2]1[CH:10]=[CH:9][CH:8]=[C:7]2[C:3]=1[CH:4]=[N:5][NH:6]2.Br[C:12]1[CH:13]=[C:14]([C:18]([OH:21])([CH3:20])[CH3:19])[CH:15]=[N:16][CH:17]=1.CC(C)([O-])C.[Na+].C(P(C(C)(C)C)C1C=CC=CC=1C1C(C(C)C)=CC(C(C)C)=CC=1C(C)C)(C)(C)C, predict the reaction product.